Dataset: NCI-60 drug combinations with 297,098 pairs across 59 cell lines. Task: Regression. Given two drug SMILES strings and cell line genomic features, predict the synergy score measuring deviation from expected non-interaction effect. Drug 1: C1=C(C(=O)NC(=O)N1)N(CCCl)CCCl. Drug 2: C1CCC(C(C1)N)N.C(=O)(C(=O)[O-])[O-].[Pt+4]. Cell line: NCIH23. Synergy scores: CSS=35.7, Synergy_ZIP=0.413, Synergy_Bliss=2.65, Synergy_Loewe=2.25, Synergy_HSA=5.10.